From a dataset of Reaction yield outcomes from USPTO patents with 853,638 reactions. Predict the reaction yield, written as a fraction of the theoretical maximum amount of product (1.0 means a 100% yield; for example, 0.34 means a 34% yield). (1) The reactants are [C:1]([C:5]1[CH:15]=[CH:14][CH:13]=[CH:12][C:6]=1[O:7][CH:8]1[CH2:11][NH:10][CH2:9]1)([CH3:4])([CH3:3])[CH3:2].C(N(CC)CC)C.[CH3:23][C:24]1[O:28][N:27]=[C:26]([C:29](Cl)=[O:30])[CH:25]=1. The catalyst is C(Cl)Cl. The product is [C:1]([C:5]1[CH:15]=[CH:14][CH:13]=[CH:12][C:6]=1[O:7][CH:8]1[CH2:9][N:10]([C:29]([C:26]2[CH:25]=[C:24]([CH3:23])[O:28][N:27]=2)=[O:30])[CH2:11]1)([CH3:4])([CH3:2])[CH3:3]. The yield is 0.830. (2) The reactants are [Br:1][C:2]1[CH:10]=[C:6]([C:7]([OH:9])=O)[C:5]([OH:11])=[CH:4][CH:3]=1.[CH3:12][C:13]([C:16]1[CH:17]=[C:18]([CH:20]=[C:21]([C:23]([CH3:26])([CH3:25])[CH3:24])[CH:22]=1)[NH2:19])([CH3:15])[CH3:14]. No catalyst specified. The product is [CH3:15][C:13]([C:16]1[CH:17]=[C:18]([NH:19][C:7](=[O:9])[C:6]2[CH:10]=[C:2]([Br:1])[CH:3]=[CH:4][C:5]=2[OH:11])[CH:20]=[C:21]([C:23]([CH3:26])([CH3:25])[CH3:24])[CH:22]=1)([CH3:12])[CH3:14]. The yield is 0.452. (3) The reactants are CS(O[CH2:6][CH2:7][C:8]1[CH:13]=[CH:12][C:11]([C:14]2[CH:19]=[CH:18][CH:17]=[C:16]([N:20]3[C:25]4[N:26]=[CH:27][C:28]([F:30])=[CH:29][C:24]=4[C:23](=[O:31])[N:22]([C@H:32]4[CH2:37][CH2:36][C@@H:35]([NH:38][C:39]([C:41]5[N:42]=[C:43]6[CH:48]=[CH:47][C:46]([F:49])=[CH:45][N:44]6[CH:50]=5)=[O:40])[CH2:34][CH2:33]4)[C:21]3=[O:51])[CH:15]=2)=[CH:10][CH:9]=1)(=O)=O.C(=O)([O-])[O-].[K+].[K+].C([N:65]1[CH2:70][CH2:69][NH:68][CH2:67][CH2:66]1)(OC(C)(C)C)=O.Cl. The catalyst is C(#N)C.O1CCOCC1.O. The product is [F:49][C:46]1[CH:47]=[CH:48][C:43]2[N:44]([CH:50]=[C:41]([C:39]([NH:38][C@H:35]3[CH2:36][CH2:37][C@@H:32]([N:22]4[C:23](=[O:31])[C:24]5[CH:29]=[C:28]([F:30])[CH:27]=[N:26][C:25]=5[N:20]([C:16]5[CH:15]=[C:14]([C:11]6[CH:10]=[CH:9][C:8]([CH2:7][CH2:6][N:65]7[CH2:70][CH2:69][NH:68][CH2:67][CH2:66]7)=[CH:13][CH:12]=6)[CH:19]=[CH:18][CH:17]=5)[C:21]4=[O:51])[CH2:33][CH2:34]3)=[O:40])[N:42]=2)[CH:45]=1. The yield is 0.100. (4) The reactants are [H-].[Na+].[CH2:3]([O:10][C:11]1[CH:20]=[C:19]2[C:14]([C:15](=[O:21])[NH:16][CH:17]=[N:18]2)=[CH:13][C:12]=1[O:22][CH3:23])[C:4]1[CH:9]=[CH:8][CH:7]=[CH:6][CH:5]=1.[C:24]([O:30][CH2:31]Cl)(=[O:29])[C:25]([CH3:28])([CH3:27])[CH3:26].Cl. The catalyst is CN(C=O)C.C(OCC)(=O)C. The product is [CH2:3]([O:10][C:11]1[CH:20]=[C:19]2[C:14]([C:15](=[O:21])[N:16]([CH2:31][O:30][C:24](=[O:29])[C:25]([CH3:28])([CH3:27])[CH3:26])[CH:17]=[N:18]2)=[CH:13][C:12]=1[O:22][CH3:23])[C:4]1[CH:5]=[CH:6][CH:7]=[CH:8][CH:9]=1. The yield is 0.840. (5) The reactants are [NH2:1][C:2]1[C:11]([Cl:12])=[CH:10][C:5]([C:6]([O:8][CH3:9])=[O:7])=[CH:4][C:3]=1[N+:13]([O-])=O.S(S([O-])=O)([O-])=O.[Na+].[Na+].C(=O)(O)[O-].[Na+]. The catalyst is C(O)C.O.O1CCCC1. The product is [NH2:13][C:3]1[CH:4]=[C:5]([CH:10]=[C:11]([Cl:12])[C:2]=1[NH2:1])[C:6]([O:8][CH3:9])=[O:7]. The yield is 0.260. (6) The reactants are [F:1][C:2]1[C:7]([NH2:8])=[CH:6][C:5](B2OC(C)(C)C(C)(C)O2)=[CH:4][N:3]=1.Br[C:19]1[CH:31]=[CH:30][C:22]([C:23]([NH:25][S:26]([CH3:29])(=[O:28])=[O:27])=[O:24])=[CH:21][C:20]=1[O:32][CH3:33].C(=O)([O-])[O-].[K+].[K+].O. The catalyst is O1CCOCC1.C1C=CC(P(C2C=CC=CC=2)C2C=CC=CC=2)=CC=1.C1C=CC(P(C2C=CC=CC=2)C2C=CC=CC=2)=CC=1.C1C=CC(P(C2C=CC=CC=2)C2C=CC=CC=2)=CC=1.C1C=CC(P(C2C=CC=CC=2)C2C=CC=CC=2)=CC=1.[Pd]. The product is [NH2:8][C:7]1[CH:6]=[C:5]([C:19]2[CH:31]=[CH:30][C:22]([C:23]([NH:25][S:26]([CH3:29])(=[O:28])=[O:27])=[O:24])=[CH:21][C:20]=2[O:32][CH3:33])[CH:4]=[N:3][C:2]=1[F:1]. The yield is 0.460. (7) The reactants are Cl.Cl.[NH2:3][CH2:4][C@@:5]1([OH:13])[CH:10]2[CH2:11][CH2:12][N:7]([CH2:8][CH2:9]2)[CH2:6]1.C(=O)([O-])[O-].[Cs+].[Cs+].[N:20]([C:23]1[CH:28]=[C:27]([CH2:29][O:30][CH3:31])[N:26]=[CH:25][N:24]=1)=[C:21]=S.C(N=C=NC(C)C)(C)C. The catalyst is CN(C)C=O. The product is [CH3:31][O:30][CH2:29][C:27]1[N:26]=[CH:25][N:24]=[C:23]([NH:20][C:21]2[O:13][C@:5]3([CH2:4][N:3]=2)[CH:10]2[CH2:9][CH2:8][N:7]([CH2:12][CH2:11]2)[CH2:6]3)[CH:28]=1. The yield is 0.340. (8) The reactants are [CH3:1][O:2][C:3]1[CH:4]=[C:5]([OH:9])[CH:6]=[CH:7][CH:8]=1.C([O-])([O-])=O.[Cs+].[Cs+].Br[CH2:17][C:18]([O:20][CH3:21])=[O:19]. The catalyst is CN(C=O)C. The product is [CH3:1][O:2][C:3]1[CH:4]=[C:5]([CH:6]=[CH:7][CH:8]=1)[O:9][CH2:17][C:18]([O:20][CH3:21])=[O:19]. The yield is 0.900. (9) The reactants are [NH2:1][C@H:2]1[C:8](=[O:9])[N:7]([CH2:10][C:11]2[CH:16]=[CH:15][CH:14]=[CH:13][CH:12]=2)[CH2:6][C:5]2[CH:17]=[C:18]([NH:22][C:23](=[O:29])[O:24][C:25]([CH3:28])([CH3:27])[CH3:26])[C:19]([CH3:21])=[CH:20][C:4]=2[CH2:3]1.[C:30](=O)(O)[O-:31].[Na+].C(Cl)(Cl)=O.C1(C)C=CC=CC=1.C(O)(=O)C.[O:50]=[C:51]1[N:60]([CH:61]2[CH2:66][CH2:65][NH:64][CH2:63][CH2:62]2)[CH2:59][C:58]2[C:53](=[CH:54][CH:55]=[CH:56][CH:57]=2)[NH:52]1. The catalyst is ClCCl. The product is [CH2:10]([N:7]1[C:8](=[O:9])[C@H:2]([NH:1][C:30]([N:64]2[CH2:65][CH2:66][CH:61]([N:60]3[CH2:59][C:58]4[C:53](=[CH:54][CH:55]=[CH:56][CH:57]=4)[NH:52][C:51]3=[O:50])[CH2:62][CH2:63]2)=[O:31])[CH2:3][C:4]2[CH:20]=[C:19]([CH3:21])[C:18]([NH:22][C:23](=[O:29])[O:24][C:25]([CH3:26])([CH3:28])[CH3:27])=[CH:17][C:5]=2[CH2:6]1)[C:11]1[CH:12]=[CH:13][CH:14]=[CH:15][CH:16]=1. The yield is 0.940.